This data is from Full USPTO retrosynthesis dataset with 1.9M reactions from patents (1976-2016). The task is: Predict the reactants needed to synthesize the given product. (1) Given the product [F:35][C:20]1([F:19])[CH2:21][CH2:22][CH:23]([CH:26]([C:28]2[CH:59]=[N:61][CH:31]=[CH:32][C:33]=2[F:34])[N:5]2[C:6]3[CH:7]=[C:8]([S:15]([CH3:18])(=[O:17])=[O:16])[CH:9]=[CH:10][C:11]=3[C:12]3[N:13]=[CH:14][CH:2]=[CH:3][C:4]2=3)[CH2:24][CH2:25]1, predict the reactants needed to synthesize it. The reactants are: Br[C:2]1[CH:14]=[N:13][C:12]2[C:11]3[CH:10]=[CH:9][C:8]([S:15]([CH3:18])(=[O:17])=[O:16])=[CH:7][C:6]=3[NH:5][C:4]=2[CH:3]=1.[F:19][C:20]1([F:35])[CH2:25][CH2:24][CH:23]([CH:26]([C:28]2[C:33]([F:34])=[CH:32][CH:31]=CN=2)O)[CH2:22][CH2:21]1.C1(P(C2C=CC=CC=2)C2C=CC=CC=2)C=CC=CC=1.CC(O[C:59](/[N:61]=N/C(OC(C)C)=O)=O)C. (2) Given the product [Br:11][C:10]1[C:2]([Cl:1])=[CH:3][C:4]2[O:8][CH2:7][CH2:6][C:5]=2[CH:9]=1, predict the reactants needed to synthesize it. The reactants are: [Cl:1][C:2]1[CH:10]=[CH:9][C:5]2[CH2:6][CH2:7][O:8][C:4]=2[CH:3]=1.[Br:11]C1C=CC(Cl)=CC=1O.C1C(=O)N(Br)C(=O)C1.BrC1OC2C=CC(Cl)=CC=2C1. (3) Given the product [ClH:33].[ClH:33].[Br:3][C:4]1[CH:9]=[CH:8][C:7]([CH2:10][C@H:11]([C:12]2[NH:16][C:15]3[CH:17]=[CH:18][C:19]([C:21]([F:23])([F:22])[F:24])=[CH:20][C:14]=3[N:13]=2)[NH2:25])=[CH:6][CH:5]=1, predict the reactants needed to synthesize it. The reactants are: N#N.[Br:3][C:4]1[CH:9]=[CH:8][C:7]([CH2:10][C@@H:11]([NH:25]C(=O)OC(C)(C)C)[C:12]2[NH:16][C:15]3[CH:17]=[CH:18][C:19]([C:21]([F:24])([F:23])[F:22])=[CH:20][C:14]=3[N:13]=2)=[CH:6][CH:5]=1.[ClH:33]. (4) The reactants are: Br[CH2:2][C:3]1[CH:22]=[C:21]([N+:23]([O-:25])=[O:24])[CH:20]=[CH:19][C:4]=1[O:5][C:6]1[CH:7]=[C:8]([CH2:14][C:15]([O:17][CH3:18])=[O:16])[CH:9]=[CH:10][C:11]=1[O:12][CH3:13].[CH3:26][C:27]([SH:30])([CH3:29])[CH3:28].C1COCC1.[H-].[Na+]. Given the product [C:27]([S:30][CH2:2][C:3]1[CH:22]=[C:21]([N+:23]([O-:25])=[O:24])[CH:20]=[CH:19][C:4]=1[O:5][C:6]1[CH:7]=[C:8]([CH2:14][C:15]([O:17][CH3:18])=[O:16])[CH:9]=[CH:10][C:11]=1[O:12][CH3:13])([CH3:29])([CH3:28])[CH3:26], predict the reactants needed to synthesize it. (5) The reactants are: [NH2:1][C:2]1[N:3]=[N:4][CH:5]=[C:6]([C:8]2[CH:24]=[CH:23][C:11]([O:12][C:13]3[CH:18]=[CH:17][N:16]=[C:15]([C:19]([NH:21][CH3:22])=[O:20])[CH:14]=3)=[CH:10][CH:9]=2)[N:7]=1.CC([O-])(C)C.[K+].[Cl:31][C:32]1[CH:40]=[CH:39][C:35]([C:36](Cl)=[O:37])=[CH:34][C:33]=1[C:41]([F:44])([F:43])[F:42]. Given the product [Cl:31][C:32]1[CH:40]=[CH:39][C:35]([C:36]([NH:1][C:2]2[N:3]=[N:4][CH:5]=[C:6]([C:8]3[CH:9]=[CH:10][C:11]([O:12][C:13]4[CH:18]=[CH:17][N:16]=[C:15]([C:19]([NH:21][CH3:22])=[O:20])[CH:14]=4)=[CH:23][CH:24]=3)[N:7]=2)=[O:37])=[CH:34][C:33]=1[C:41]([F:42])([F:43])[F:44], predict the reactants needed to synthesize it.